Dataset: Experimentally validated miRNA-target interactions with 360,000+ pairs, plus equal number of negative samples. Task: Binary Classification. Given a miRNA mature sequence and a target amino acid sequence, predict their likelihood of interaction. (1) The miRNA is hsa-miR-6838-3p with sequence AAGUCCUGCUUCUGUUGCAG. The protein sequence of the target gene is MSWMFLRDLLSGVNKYSTGTGWIWLAVVFVFRLLVYMVAAEHVWKDEQKEFECNSRQPGCKNVCFDDFFPISQVRLWALQLIMVSTPSLLVVLHVAYHEGREKRHRKKLYVSPGTMDGGLWYAYLISLIVKTGFEIGFLVLFYKLYDGFSVPYLIKCDLKPCPNTVDCFISKPTEKTIFILFLVITSCLCIVLNFIELSFLVLKCFIKCCLQKYLKKPQVLSV. Result: 0 (no interaction). (2) The miRNA is hsa-miR-4645-3p with sequence AGACAGUAGUUCUUGCCUGGUU. The protein sequence of the target gene is MAARSVSGITRRVFMWTVSGTPCREFWSRFRKEKEPVVVETVEEKKEPILVCPPLRSRAYTPPEDLQSRLESYVKEVFGSSLPSNWQDISLEDSRLKFNLLAHLADDLGHVVPNSRLHQMCRVRDVLDFYNVPIQDRSKFDELSASNLPPNLKITWSY. Result: 0 (no interaction).